From a dataset of Reaction yield outcomes from USPTO patents with 853,638 reactions. Predict the reaction yield, written as a fraction of the theoretical maximum amount of product (1.0 means a 100% yield; for example, 0.34 means a 34% yield). (1) The reactants are [Cl:1][C:2]1[CH:19]=[C:18]([Cl:20])[CH:17]=[CH:16][C:3]=1[CH2:4][N:5]([CH3:15])[CH2:6][C:7]([C:9]1[CH:14]=[CH:13][CH:12]=[CH:11][CH:10]=1)=[O:8].[BH4-].[Na+]. The catalyst is CO. The product is [Cl:1][C:2]1[CH:19]=[C:18]([Cl:20])[CH:17]=[CH:16][C:3]=1[CH2:4][N:5]([CH3:15])[CH2:6][CH:7]([C:9]1[CH:14]=[CH:13][CH:12]=[CH:11][CH:10]=1)[OH:8]. The yield is 0.790. (2) The reactants are [C:1]([CH2:3][C:4]([NH:6][C:7]1[CH:12]=[CH:11][C:10]([F:13])=[C:9]([F:14])[CH:8]=1)=[O:5])#[N:2].CO/[CH:17]=[CH:18]/[C:19](=O)[CH3:20].N12CCN(CC1)CC2.Cl. The catalyst is COCCOCCO. The product is [F:14][C:9]1[CH:8]=[C:7]([N:6]2[C:19]([CH3:20])=[CH:18][CH:17]=[C:3]([C:1]#[N:2])[C:4]2=[O:5])[CH:12]=[CH:11][C:10]=1[F:13]. The yield is 0.490. (3) The reactants are [CH2:1]([N:3]1[CH2:8][CH2:7][CH2:6][CH2:5][CH2:4]1)[CH3:2].[CH2:9]([O:11][C:12](=[O:15])[CH2:13][Br:14])[CH3:10]. The catalyst is ClCCl. The product is [Br-:14].[CH2:9]([O:11][C:12](=[O:15])[CH2:13][N+:3]1([CH2:1][CH3:2])[CH2:8][CH2:7][CH2:6][CH2:5][CH2:4]1)[CH3:10]. The yield is 0.986. (4) The reactants are [H-].[Al+3].[Li+].[H-].[H-].[H-].[C:7]([O:11][C:12](=[O:26])[NH:13][CH:14]1[CH2:19][CH2:18][N:17]([CH2:20][C:21]([CH:23]2[CH2:25][CH2:24]2)=[O:22])[CH2:16][CH2:15]1)([CH3:10])([CH3:9])[CH3:8]. The catalyst is O1CCCC1. The product is [C:7]([O:11][C:12](=[O:26])[NH:13][CH:14]1[CH2:19][CH2:18][N:17]([CH2:20][CH:21]([CH:23]2[CH2:24][CH2:25]2)[OH:22])[CH2:16][CH2:15]1)([CH3:10])([CH3:8])[CH3:9]. The yield is 0.840. (5) The reactants are O(P(O[C:18]1[N:19]([C:24]([O:26][C:27]([CH3:30])([CH3:29])[CH3:28])=[O:25])[CH2:20][CH2:21][O:22][CH:23]=1)(OC1C=CC=CC=1)=O)C1C=CC=CC=1.[CH3:31][O:32][C:33]([C:35]1[CH:40]=[CH:39][C:38](B(O)O)=[CH:37][CH:36]=1)=[O:34].P([O-])([O-])([O-])=O.[K+].[K+].[K+]. The catalyst is C(#N)C.O.CC(C)([P](C(C)(C)C)([Pd][P](C(C)(C)C)(C(C)(C)C)C(C)(C)C)C(C)(C)C)C. The product is [CH3:31][O:32][C:33]([C:35]1[CH:40]=[CH:39][C:38]([C:18]2[N:19]([C:24]([O:26][C:27]([CH3:28])([CH3:29])[CH3:30])=[O:25])[CH2:20][CH2:21][O:22][CH:23]=2)=[CH:37][CH:36]=1)=[O:34]. The yield is 0.500.